Dataset: Catalyst prediction with 721,799 reactions and 888 catalyst types from USPTO. Task: Predict which catalyst facilitates the given reaction. (1) Reactant: [N:1]([C@@H:4]([CH:29]([C:37]1[CH:42]=[CH:41][CH:40]=[C:39]([F:43])[CH:38]=1)[C:30]1[CH:35]=[CH:34][CH:33]=[C:32]([F:36])[CH:31]=1)[C:5]([NH:7][C:8]1[CH:13]=[CH:12][CH:11]=[C:10]([F:14])[C:9]=1[CH2:15][CH2:16][CH:17]1[CH2:19][N@@:18]1[S:20]([C:23]1[CH:28]=[CH:27][CH:26]=[CH:25][CH:24]=1)(=[O:22])=[O:21])=[O:6])=[N+:2]=[N-:3].[NH2:44][CH2:45][C@H:46]([OH:48])[CH3:47]. Product: [N:1]([C@@H:4]([CH:29]([C:30]1[CH:35]=[CH:34][CH:33]=[C:32]([F:36])[CH:31]=1)[C:37]1[CH:42]=[CH:41][CH:40]=[C:39]([F:43])[CH:38]=1)[C:5]([NH:7][C:8]1[CH:13]=[CH:12][CH:11]=[C:10]([F:14])[C:9]=1[CH2:15][CH2:16][C@H:17]([NH:18][S:20]([C:23]1[CH:24]=[CH:25][CH:26]=[CH:27][CH:28]=1)(=[O:21])=[O:22])[CH2:19][NH:44][CH2:45][C@H:46]([OH:48])[CH3:47])=[O:6])=[N+:2]=[N-:3]. The catalyst class is: 325. (2) Reactant: [CH3:1]S(Cl)(=O)=O.C(Cl)Cl.O[CH2:10][CH2:11]/[C:12](=[CH:22]\[S:23][C:24]1[CH:29]=[CH:28][CH:27]=[CH:26][CH:25]=1)/[C:13](=[S:21])[NH:14][C:15]1[CH:20]=[CH:19][CH:18]=[CH:17][CH:16]=1.C(N(CC)CC)C. Product: [C:24]1([S:23]/[CH:22]=[C:12]2/[C:13](=[N:14]/[C:15]3[CH:20]=[CH:19][CH:18]=[CH:17][CH:16]=3)/[S:21][CH2:10][CH2:11]/2)[CH:29]=[CH:28][CH:27]=[CH:26][CH:25]=1.[C:15]1([N:14]2[CH2:10][CH2:11][C:12](=[C:22]([S:23][C:24]3[CH:29]=[CH:28][CH:27]=[CH:26][CH:25]=3)[CH3:1])[C:13]2=[S:21])[CH:20]=[CH:19][CH:18]=[CH:17][CH:16]=1. The catalyst class is: 6. (3) Product: [CH3:30][N:2]([CH3:1])[C:3]([O:5][C:6]1[CH:7]=[C:8]2[C:13](=[CH:14][CH:15]=1)[CH:12]([CH2:16][CH2:17][OH:18])[N:11]([C:22]([O:24][C:25]([CH3:27])([CH3:26])[CH3:28])=[O:23])[CH2:10][CH2:9]2)=[O:4]. The catalyst class is: 7. Reactant: [CH3:1][N:2]([CH3:30])[C:3]([O:5][C:6]1(O)[CH:15]=[CH:14][C:13]2[CH:12]([CH2:16][C:17](OCC)=[O:18])[N:11]([C:22]([O:24][C:25]([CH3:28])([CH3:27])[CH3:26])=[O:23])[CH2:10][CH2:9][C:8]=2[CH2:7]1)=[O:4].[H-].[Al+3].[Li+].[H-].[H-].[H-].O.[OH-].[Na+]. (4) Reactant: C(OC([N:8]1[CH2:13][CH2:12][C:11](OCC)(OCC)[CH:10]([NH:20][C:21]([C:23]2[C:31]3[C:26](=[CH:27][C:28]([C:32]4[CH:37]=[C:36]([F:38])[C:35]([O:39]COCC[Si](C)(C)C)=[CH:34][C:33]=4[CH2:48][CH3:49])=[CH:29][CH:30]=3)[N:25](C3CCCCO3)[N:24]=2)=[NH:22])[CH2:9]1)=O)(C)(C)C.[ClH:56]. Product: [ClH:56].[ClH:56].[CH2:48]([C:33]1[C:32]([C:28]2[CH:27]=[C:26]3[C:31]([C:23]([C:21]4[NH:22][C:11]5[CH2:12][CH2:13][NH:8][CH2:9][C:10]=5[N:20]=4)=[N:24][NH:25]3)=[CH:30][CH:29]=2)=[CH:37][C:36]([F:38])=[C:35]([OH:39])[CH:34]=1)[CH3:49]. The catalyst class is: 8. (5) Reactant: [CH3:1][C:2]1[C:3]([N:9]2[CH2:14][CH2:13][N:12]([C:15]([C:17]3[C:18]([CH3:30])=[CH:19][C:20]([N:23]4[CH2:27][CH2:26][N:25]([CH3:28])[C:24]4=[O:29])=[N:21][CH:22]=3)=[O:16])[CH2:11][CH2:10]2)=[N:4][CH:5]=[C:6]([CH3:8])[CH:7]=1.[ClH:31].C(OCC)(=O)C. Product: [ClH:31].[ClH:31].[CH3:1][C:2]1[C:3]([N:9]2[CH2:10][CH2:11][N:12]([C:15]([C:17]3[C:18]([CH3:30])=[CH:19][C:20]([N:23]4[CH2:27][CH2:26][N:25]([CH3:28])[C:24]4=[O:29])=[N:21][CH:22]=3)=[O:16])[CH2:13][CH2:14]2)=[N:4][CH:5]=[C:6]([CH3:8])[CH:7]=1. The catalyst class is: 13. (6) The catalyst class is: 6. Product: [Br:6][C:7]1[C:4](=[O:5])[N:2]([CH3:3])[CH:1]=[C:11]([I:13])[CH:12]=1. Reactant: [CH3:1][N:2]([CH:4]=[O:5])[CH3:3].[Br:6][C:7]1C(O)=NC=[C:11]([I:13])[CH:12]=1.IC.C([O-])([O-])=O.[K+].[K+].